From a dataset of Full USPTO retrosynthesis dataset with 1.9M reactions from patents (1976-2016). Predict the reactants needed to synthesize the given product. (1) Given the product [CH2:1]([S:3][C:4]1[NH:15][C:16](=[O:20])[C:11]2[C:6](=[C:7]([CH:12]([CH3:14])[CH3:13])[CH:8]=[CH:9][CH:10]=2)[N:5]=1)[CH3:2], predict the reactants needed to synthesize it. The reactants are: [CH2:1]([S:3]/[C:4](/[NH:15][C:16](=[O:20])OCC)=[N:5]/[C:6]1[CH:11]=[CH:10][CH:9]=[CH:8][C:7]=1[CH:12]([CH3:14])[CH3:13])[CH3:2].C1(OC2C=CC=CC=2)C=CC=CC=1. (2) Given the product [CH3:12][CH:8]1[CH2:7][C:6]2[C:10](=[C:2]([C:16]3[CH:17]=[C:18]([CH3:21])[CH:19]=[CH:20][C:15]=3[CH3:14])[CH:3]=[C:4]([CH3:13])[CH:5]=2)[C:9]1=[O:11], predict the reactants needed to synthesize it. The reactants are: Br[C:2]1[CH:3]=[C:4]([CH3:13])[CH:5]=[C:6]2[C:10]=1[C:9](=[O:11])[CH:8]([CH3:12])[CH2:7]2.[CH3:14][C:15]1[CH:20]=[CH:19][C:18]([CH3:21])=[CH:17][C:16]=1B(O)O.C(=O)([O-])[O-].[Na+].[Na+].C(O)CO. (3) The reactants are: [F:1][C:2]1[CH:3]=[C:4]([CH:22]=[CH:23][C:24]=1[NH:25][C:26]([NH:28][C:29]1[CH:34]=[C:33]([CH3:35])[CH:32]=[CH:31][C:30]=1[F:36])=[O:27])[O:5][C:6]1[CH:11]=[CH:10][N:9]=[C:8]2[CH:12]=[C:13]([C:15]([NH:17]CCC=O)=[O:16])[S:14][C:7]=12.[OH:37][CH:38]1[CH2:43][CH2:42][NH:41][CH2:40][CH2:39]1.C(O)(=O)C.C([BH3-])#N.[Na+].[CH2:52]1[CH2:56]OC[CH2:53]1. Given the product [F:1][C:2]1[CH:3]=[C:4]([CH:22]=[CH:23][C:24]=1[NH:25][C:26]([NH:28][C:29]1[CH:34]=[C:33]([CH3:35])[CH:32]=[CH:31][C:30]=1[F:36])=[O:27])[O:5][C:6]1[CH:11]=[CH:10][N:9]=[C:8]2[CH:12]=[C:13]([C:15]([NH:17][CH2:53][CH2:52][CH2:56][N:41]3[CH2:42][CH2:43][CH:38]([OH:37])[CH2:39][CH2:40]3)=[O:16])[S:14][C:7]=12, predict the reactants needed to synthesize it. (4) Given the product [Cl:1][C:2]1[CH:3]=[CH:4][C:5]([O:27][CH2:28][CH:29]([CH3:31])[CH3:30])=[C:6]([NH:8][C:9]2[S:10][CH:11]=[C:12]([C:14]3[NH:18][C:17]4[CH:19]=[CH:20][C:21]([CH2:23][OH:24])=[CH:22][C:16]=4[N:15]=3)[N:13]=2)[CH:7]=1, predict the reactants needed to synthesize it. The reactants are: [Cl:1][C:2]1[CH:3]=[CH:4][C:5]([O:27][CH2:28][CH:29]([CH3:31])[CH3:30])=[C:6]([NH:8][C:9]2[S:10][CH:11]=[C:12]([C:14]3[NH:18][C:17]4[CH:19]=[CH:20][C:21]([C:23](OC)=[O:24])=[CH:22][C:16]=4[N:15]=3)[N:13]=2)[CH:7]=1.[H-].[Al+3].[Li+].[H-].[H-].[H-].C(OCC)C.C(OCC)(=O)C. (5) Given the product [F:2][CH2:3][CH2:4][N:5]1[CH2:6][CH2:7][CH:8]([C:11]2[NH:15][CH:18]=[CH:19][N:20]=2)[CH2:9][CH2:10]1, predict the reactants needed to synthesize it. The reactants are: Cl.[F:2][CH2:3][CH2:4][N:5]1[CH2:10][CH2:9][CH:8]([C:11](=[NH:15])OCC)[CH2:7][CH2:6]1.CO[CH:18](OC)[CH2:19][NH2:20].